From a dataset of Reaction yield outcomes from USPTO patents with 853,638 reactions. Predict the reaction yield, written as a fraction of the theoretical maximum amount of product (1.0 means a 100% yield; for example, 0.34 means a 34% yield). (1) The reactants are [F:1][C:2]1[CH:3]=[CH:4][C:5]([O:14][CH3:15])=[C:6]([CH:8]2[CH2:13][CH2:12][NH:11][CH2:10][CH2:9]2)[CH:7]=1.Cl[CH2:17][CH2:18][N:19]1[C:28](=[O:29])[CH2:27][C:22]2([CH2:26][CH2:25][CH2:24][CH2:23]2)[CH2:21][C:20]1=[O:30]. No catalyst specified. The product is [F:1][C:2]1[CH:3]=[CH:4][C:5]([O:14][CH3:15])=[C:6]([CH:8]2[CH2:13][CH2:12][N:11]([CH2:17][CH2:18][N:19]3[C:20](=[O:30])[CH2:21][C:22]4([CH2:26][CH2:25][CH2:24][CH2:23]4)[CH2:27][C:28]3=[O:29])[CH2:10][CH2:9]2)[CH:7]=1. The yield is 0.0700. (2) The reactants are CS(C)=O.C(Cl)(=O)C(Cl)=O.[OH:11][CH2:12][CH:13]1[CH2:15][CH:14]1[C:16]1[C:24]2[C:19](=[CH:20][CH:21]=[C:22]([C:25]#[N:26])[CH:23]=2)[N:18]([S:27]([C:30]2[CH:35]=[CH:34][C:33]([CH3:36])=[CH:32][CH:31]=2)(=[O:29])=[O:28])[N:17]=1.CCN(CC)CC. The catalyst is C(Cl)Cl.O. The product is [CH:12]([CH:13]1[CH2:15][CH:14]1[C:16]1[C:24]2[C:19](=[CH:20][CH:21]=[C:22]([C:25]#[N:26])[CH:23]=2)[N:18]([S:27]([C:30]2[CH:31]=[CH:32][C:33]([CH3:36])=[CH:34][CH:35]=2)(=[O:28])=[O:29])[N:17]=1)=[O:11]. The yield is 1.00. (3) The reactants are [C:1]1([CH3:11])[CH:6]=[CH:5][C:4]([S:7](Cl)(=[O:9])=[O:8])=[CH:3][CH:2]=1.[C:12]([O:16][C:17]([N:19]1[CH2:24][CH2:23][N:22]([C:25]2[C:26]([C:30]3[CH:35]=[C:34]([Cl:36])[C:33]([O:37][CH2:38][C:39]4[CH:44]=[CH:43][CH:42]=[CH:41][CH:40]=4)=[CH:32][C:31]=3[O:45][CH2:46][C:47]3[CH:52]=[CH:51][CH:50]=[CH:49][CH:48]=3)=[N:27][NH:28][CH:29]=2)[CH2:21][CH2:20]1)=[O:18])([CH3:15])([CH3:14])[CH3:13].N1C=CC=CC=1. The catalyst is ClCCl. The product is [C:12]([O:16][C:17]([N:19]1[CH2:24][CH2:23][N:22]([C:25]2[C:26]([C:30]3[CH:35]=[C:34]([Cl:36])[C:33]([O:37][CH2:38][C:39]4[CH:40]=[CH:41][CH:42]=[CH:43][CH:44]=4)=[CH:32][C:31]=3[O:45][CH2:46][C:47]3[CH:52]=[CH:51][CH:50]=[CH:49][CH:48]=3)=[N:27][N:28]([S:7]([C:4]3[CH:5]=[CH:6][C:1]([CH3:11])=[CH:2][CH:3]=3)(=[O:9])=[O:8])[CH:29]=2)[CH2:21][CH2:20]1)=[O:18])([CH3:15])([CH3:13])[CH3:14]. The yield is 0.770. (4) The reactants are [C:1]([O:5][C:6](=[O:27])[NH:7][C@H:8]([C:10](=O)[NH:11][C:12]1[CH:17]=[C:16]([F:18])[CH:15]=[CH:14][C:13]=1[NH:19][C:20]1[CH:25]=[CH:24][CH:23]=[CH:22][CH:21]=1)[CH3:9])([CH3:4])([CH3:3])[CH3:2]. The catalyst is CC(O)=O. The product is [C:1]([O:5][C:6](=[O:27])[NH:7][C@H:8]([C:10]1[N:19]([C:20]2[CH:25]=[CH:24][CH:23]=[CH:22][CH:21]=2)[C:13]2[CH:14]=[CH:15][C:16]([F:18])=[CH:17][C:12]=2[N:11]=1)[CH3:9])([CH3:4])([CH3:3])[CH3:2]. The yield is 0.860.